This data is from Full USPTO retrosynthesis dataset with 1.9M reactions from patents (1976-2016). The task is: Predict the reactants needed to synthesize the given product. (1) Given the product [CH:1]1([CH2:4][O:5][C:6]2[N:11]=[C:10]([C:12]([NH:14][C:15]([CH2:21][CH3:22])([CH2:23][CH3:24])[C:16]([OH:18])=[O:17])=[O:13])[CH:9]=[CH:8][C:7]=2[C:25]([F:28])([F:26])[F:27])[CH2:2][CH2:3]1, predict the reactants needed to synthesize it. The reactants are: [CH:1]1([CH2:4][O:5][C:6]2[N:11]=[C:10]([C:12]([NH:14][C:15]([CH2:23][CH3:24])([CH2:21][CH3:22])[C:16]([O:18]CC)=[O:17])=[O:13])[CH:9]=[CH:8][C:7]=2[C:25]([F:28])([F:27])[F:26])[CH2:3][CH2:2]1.[OH-].[Na+]. (2) Given the product [CH3:1][O:2][C:3]([C:4]1[CH:9]=[C:8]([CH2:36][CH2:35][CH2:34][OH:33])[CH:7]=[CH:6][N:5]=1)=[O:11], predict the reactants needed to synthesize it. The reactants are: [CH3:1][O:2][C:3](=[O:11])[C:4]1[CH:9]=[C:8](I)[CH:7]=[CH:6][N:5]=1.C1(P(C2C=CC=CC=2)C2C=CC=CC=2)C=CC=CC=1.C([O:33][CH:34](OCC)[C:35]#[CH:36])C. (3) The reactants are: [C:1](N)(=[S:3])[CH3:2].Cl.O1CCOCC1.[F:12][C:13]1[CH:20]=[CH:19][C:18]([C:21]2[N:22]=[C:23]([CH:33]([CH3:35])[CH3:34])[NH:24][C:25]=2[C:26]2[CH:31]=[CH:30][CH:29]=[C:28]([CH3:32])[N:27]=2)=[CH:17][C:14]=1[C:15]#[N:16].C(=O)(O)[O-].[Na+].C(OC(OCC)CBr)C.Cl. Given the product [F:12][C:13]1[CH:20]=[CH:19][C:18]([C:21]2[N:22]=[C:23]([CH:33]([CH3:35])[CH3:34])[NH:24][C:25]=2[C:26]2[CH:31]=[CH:30][CH:29]=[C:28]([CH3:32])[N:27]=2)=[CH:17][C:14]=1[C:15]1[S:3][CH:1]=[CH:2][N:16]=1, predict the reactants needed to synthesize it. (4) Given the product [Br:11][CH2:12][CH2:13][CH2:14][CH2:15][C:2]1[CH:7]=[CH:6][C:5]([O:8][CH3:9])=[CH:4][CH:3]=1, predict the reactants needed to synthesize it. The reactants are: Br[C:2]1[CH:7]=[CH:6][C:5]([O:8][CH3:9])=[CH:4][CH:3]=1.[Mg].[Br:11][CH2:12][CH2:13][CH2:14][CH2:15]Br.[Li+].[Cl-].[Cl-].[NH4+]. (5) Given the product [C:23]([CH2:12][CH2:11][O:10][C@H:8]1[CH2:7][N:6]([C:14]([O:16][C:17]([CH3:18])([CH3:19])[CH3:20])=[O:15])[C@H:5]([C:3]([N:2]([CH3:1])[CH3:21])=[O:4])[CH2:9]1)#[N:24], predict the reactants needed to synthesize it. The reactants are: [CH3:1][N:2]([CH3:21])[C:3]([C@@H:5]1[CH2:9][C@@H:8]([O:10][CH2:11][CH2:12]O)[CH2:7][N:6]1[C:14]([O:16][C:17]([CH3:20])([CH3:19])[CH3:18])=[O:15])=[O:4].C[CH2:23][N:24](CC)CC.CS(Cl)(=O)=O.C([O-])(O)=O.[Na+]. (6) Given the product [O:13]=[C:3]1[C:4]2[C:9](=[CH:8][CH:7]=[CH:6][CH:5]=2)[C:10](=[O:12])[CH:11]=[C:2]1[NH:1][C:20](=[O:16])[CH2:19][C:18]1[CH:10]=[CH:11][CH:2]=[CH:3][CH:17]=1, predict the reactants needed to synthesize it. The reactants are: [NH2:1][C:2]1[C:3](=[O:13])[C:4]2[C:9]([C:10](=[O:12])[CH:11]=1)=[CH:8][CH:7]=[CH:6][CH:5]=2.[H-].[Na+].[O:16]1[CH2:20][CH2:19][CH2:18][CH2:17]1. (7) Given the product [NH2:42][C:37]1[CH:38]=[CH:39][CH:40]=[CH:41][C:36]=1[NH:43][C:16](=[O:18])[C:15]1[CH:14]=[CH:13][C:12]([CH2:11][CH:10]([N:22]2[CH2:27][CH2:26][N:25]([CH3:28])[CH2:24][CH2:23]2)[C:9]([NH:8][C:5]2[CH:6]=[CH:7][C:2]([Cl:1])=[CH:3][CH:4]=2)=[O:29])=[CH:21][CH:20]=1, predict the reactants needed to synthesize it. The reactants are: [Cl:1][C:2]1[CH:7]=[CH:6][C:5]([NH:8][C:9](=[O:29])[CH:10]([N:22]2[CH2:27][CH2:26][N:25]([CH3:28])[CH2:24][CH2:23]2)[CH2:11][C:12]2[CH:21]=[CH:20][C:15]([C:16]([O:18]C)=O)=[CH:14][CH:13]=2)=[CH:4][CH:3]=1.[Li+].[OH-].O.Cl.[Li+].[Cl-].[C:36]1([NH2:43])[C:37]([NH2:42])=[CH:38][CH:39]=[CH:40][CH:41]=1.CCN=C=NCCCN(C)C.C1C=CC2N(O)N=NC=2C=1.